From a dataset of Full USPTO retrosynthesis dataset with 1.9M reactions from patents (1976-2016). Predict the reactants needed to synthesize the given product. (1) Given the product [CH:29]([N:27]1[CH:28]=[C:24]([C:3]2[C:2]([NH2:1])=[N:7][CH:6]=[C:5]([C:8]3[CH:13]=[CH:12][C:11]([CH2:14][N:16]4[CH2:17][CH2:18][O:19][CH2:20][CH2:21]4)=[C:10]([O:22][CH3:23])[CH:9]=3)[CH:4]=2)[N:25]=[N:26]1)([CH3:31])[CH3:30], predict the reactants needed to synthesize it. The reactants are: [NH2:1][C:2]1[N:7]=[CH:6][C:5]([C:8]2[CH:13]=[CH:12][C:11]([C:14]([N:16]3[CH2:21][CH2:20][O:19][CH2:18][CH2:17]3)=O)=[C:10]([O:22][CH3:23])[CH:9]=2)=[CH:4][C:3]=1[C:24]1[N:25]=[N:26][N:27]([CH:29]([CH3:31])[CH3:30])[CH:28]=1.B(F)(F)F.CCOCC.[BH4-].[Na+]. (2) Given the product [C:1]([O:7][CH2:14][C:15]1[CH:20]=[CH:19][CH:18]=[CH:17][CH:16]=1)(=[O:6])[CH2:2][CH2:3][C:4]#[CH:5], predict the reactants needed to synthesize it. The reactants are: [C:1]([OH:7])(=[O:6])[CH2:2][CH2:3][C:4]#[CH:5].C([O-])([O-])=O.[Cs+].[Cs+].[CH2:14](Br)[C:15]1[CH:20]=[CH:19][CH:18]=[CH:17][CH:16]=1. (3) Given the product [Cl:1][C:2]1[C:3](=[O:18])[N:4]([CH2:9][C:10]2[CH:15]=[CH:14][C:13]([O:16][CH3:17])=[CH:12][CH:11]=2)[N:5]=[CH:6][C:7]=1[N:19]1[CH2:24][CH2:23][O:22][CH2:21][CH2:20]1, predict the reactants needed to synthesize it. The reactants are: [Cl:1][C:2]1[C:3](=[O:18])[N:4]([CH2:9][C:10]2[CH:15]=[CH:14][C:13]([O:16][CH3:17])=[CH:12][CH:11]=2)[N:5]=[CH:6][C:7]=1Cl.[NH:19]1[CH2:24][CH2:23][O:22][CH2:21][CH2:20]1. (4) Given the product [OH:1][CH:2]([C:4]1[CH:11]=[CH:10][C:7]([C:8]#[N:9])=[CH:6][CH:5]=1)[CH2:3][NH:13][CH3:12], predict the reactants needed to synthesize it. The reactants are: [O:1]1[CH2:3][CH:2]1[C:4]1[CH:11]=[CH:10][C:7]([C:8]#[N:9])=[CH:6][CH:5]=1.[CH3:12][NH2:13]. (5) Given the product [C:6]([CH:11]1[CH:10]([C:6]2[C:7]3[CH2:8][O:45][CH2:44][NH:1][C:2]=3[N:3]=[C:4]([C:23]3[C:28]([O:29][CH2:30][C:31]4[CH:36]=[CH:35][C:34]([O:37][CH3:38])=[CH:33][CH:32]=4)=[CH:27][CH:26]=[CH:25][C:24]=3[O:39][CH2:40][CH:41]3[CH2:43][CH2:42]3)[CH:5]=2)[CH2:15][CH2:14][CH2:13][N:12]1[C:16]([O:18][C:19]([CH3:21])([CH3:20])[CH3:22])=[O:17])([CH3:10])([CH3:7])[CH3:5], predict the reactants needed to synthesize it. The reactants are: [NH2:1][C:2]1[C:7]([CH2:8]O)=[C:6]([CH:10]2[CH2:15][CH2:14][CH2:13][N:12]([C:16]([O:18][C:19]([CH3:22])([CH3:21])[CH3:20])=[O:17])[CH2:11]2)[CH:5]=[C:4]([C:23]2[C:28]([O:29][CH2:30][C:31]3[CH:36]=[CH:35][C:34]([O:37][CH3:38])=[CH:33][CH:32]=3)=[CH:27][CH:26]=[CH:25][C:24]=2[O:39][CH2:40][CH:41]2[CH2:43][CH2:42]2)[N:3]=1.[CH2:44]=[O:45].Cl. (6) Given the product [OH:2][NH:1][S:17]([C:15]1[S:16][C:12]([C:10]([N:4]2[CH2:9][CH2:8][O:7][CH2:6][CH2:5]2)=[O:11])=[CH:13][CH:14]=1)(=[O:19])=[O:18], predict the reactants needed to synthesize it. The reactants are: [NH2:1][OH:2].O.[N:4]1([C:10]([C:12]2[S:16][C:15]([S:17](Cl)(=[O:19])=[O:18])=[CH:14][CH:13]=2)=[O:11])[CH2:9][CH2:8][O:7][CH2:6][CH2:5]1.S(Cl)(Cl)(=O)=O. (7) Given the product [F:18][C:15]([F:16])([F:17])[C:10]1[CH:11]=[CH:12][CH:13]=[CH:14][C:9]=1[C:6]1[CH:7]=[CH:8][C:3]([C:1]#[C:2][C:28]2[CH:29]=[C:30]3[C:34](=[CH:35][CH:36]=2)[NH:33][CH:32]=[CH:31]3)=[CH:4][CH:5]=1, predict the reactants needed to synthesize it. The reactants are: [C:1]([C:3]1[CH:8]=[CH:7][C:6]([C:9]2[CH:14]=[CH:13][CH:12]=[CH:11][C:10]=2[C:15]([F:18])([F:17])[F:16])=[CH:5][CH:4]=1)#[CH:2].C#CCCCCCC.I[C:28]1[CH:29]=[C:30]2[C:34](=[CH:35][CH:36]=1)[NH:33][CH:32]=[CH:31]2.IC1C=C2C(=CC=1)CN(C(C1C=CC=CC=1)(C1C=CC=CC=1)C1C=CC=CC=1)C2.